Dataset: Full USPTO retrosynthesis dataset with 1.9M reactions from patents (1976-2016). Task: Predict the reactants needed to synthesize the given product. (1) Given the product [C:1]([O:5][C:6]([C:8]1[C:9]([C:47]2[CH:46]=[C:45]([C:44](=[O:53])[NH:43][C@H:35]([CH2:36][C:37]3[CH:42]=[CH:41][CH:40]=[CH:39][CH:38]=3)[C@H:34]([C:33]([O:32][CH2:30][CH3:31])=[O:55])[OH:54])[CH:50]=[CH:49][C:48]=2[F:51])=[CH:10][CH:11]=[CH:12][CH:13]=1)=[O:7])([CH3:2])([CH3:3])[CH3:4], predict the reactants needed to synthesize it. The reactants are: [C:1]([O:5][C:6]([C:8]1[CH:13]=[CH:12][CH:11]=[CH:10][C:9]=1B1OC(C)(C)C(C)(C)O1)=[O:7])([CH3:4])([CH3:3])[CH3:2].C1(C)C=CC=CC=1.[CH2:30]([O:32][C:33](=[O:55])[C@H:34]([OH:54])[C@H:35]([NH:43][C:44](=[O:53])[C:45]1[CH:50]=[CH:49][C:48]([F:51])=[C:47](Br)[CH:46]=1)[CH2:36][C:37]1[CH:42]=[CH:41][CH:40]=[CH:39][CH:38]=1)[CH3:31].C([O-])([O-])=O.[K+].[K+]. (2) Given the product [C:22]([O:26][C:27]([NH:29][C@@H:30]([C:31]1[CH:36]=[C:35]([C:2]2[CH:21]=[CH:20][CH:19]=[C:4]([CH2:5][O:6][C:7]3[CH:12]=[CH:11][CH:10]=[CH:9][C:8]=3[CH2:13][C:14]([O:16][CH2:17][CH3:18])=[O:15])[CH:3]=2)[CH:34]=[CH:33][CH:32]=1)[CH2:76][OH:77])=[O:28])([CH3:23])([CH3:24])[CH3:25], predict the reactants needed to synthesize it. The reactants are: Br[C:2]1[CH:3]=[C:4]([CH:19]=[CH:20][CH:21]=1)[CH2:5][O:6][C:7]1[CH:12]=[CH:11][CH:10]=[CH:9][C:8]=1[CH2:13][C:14]([O:16][CH2:17][CH3:18])=[O:15].[C:22]([O:26][C:27]([NH:29][CH2:30][C:31]1[CH:32]=[C:33](C2SC(Cl)=C(C(NC3C=C(C)C=CC=3CC(OC(C)(C)C)=O)=O)N=2)[CH:34]=[C:35](F)[CH:36]=1)=[O:28])([CH3:25])([CH3:24])[CH3:23].[O-]P([O-])([O-])=O.[K+].[K+].[K+].ClCCl.CN([CH:76]=[O:77])C. (3) Given the product [CH3:6][O:10][C:11]1[CH:20]=[CH:19][C:18]2[CH:17]([C:21]([O:23][CH2:24][CH3:25])=[O:22])[N:16]([C:26]([O:28][C:29]([CH3:31])([CH3:30])[CH3:32])=[O:27])[CH2:15][CH2:14][C:13]=2[N:12]=1, predict the reactants needed to synthesize it. The reactants are: F[B-](F)(F)F.[CH3:6][O+](C)C.[OH:10][C:11]1[CH:20]=[CH:19][C:18]2[CH:17]([C:21]([O:23][CH2:24][CH3:25])=[O:22])[N:16]([C:26]([O:28][C:29]([CH3:32])([CH3:31])[CH3:30])=[O:27])[CH2:15][CH2:14][C:13]=2[N:12]=1.C(=O)([O-])O.[Na+]. (4) Given the product [C:14]([O:13][C:11]([C:8]1([C:5]2[CH:6]=[CH:7][C:2]([N:18]3[CH2:22][CH2:21][CH2:20][CH2:19]3)=[CH:3][CH:4]=2)[CH2:10][CH2:9]1)=[O:12])([CH3:17])([CH3:16])[CH3:15], predict the reactants needed to synthesize it. The reactants are: Br[C:2]1[CH:7]=[CH:6][C:5]([C:8]2([C:11]([O:13][C:14]([CH3:17])([CH3:16])[CH3:15])=[O:12])[CH2:10][CH2:9]2)=[CH:4][CH:3]=1.[NH:18]1[CH2:22][CH2:21][CH2:20][CH2:19]1.CCC([O-])(C)C.[Na+].ClCCl. (5) Given the product [F:40][C:38]1[CH:39]=[C:34]([NH:33][C:31](=[O:32])[CH2:30][NH:22][CH:18]2[CH2:17][CH2:16][C:15]3[C:20](=[CH:21][N:13]([C:6]4[C:5]5[C:10](=[CH:11][CH:12]=[C:3]([O:2][CH3:1])[N:4]=5)[N:9]=[CH:8][CH:7]=4)[N:14]=3)[CH2:19]2)[CH:35]=[C:36]([F:41])[CH:37]=1, predict the reactants needed to synthesize it. The reactants are: [CH3:1][O:2][C:3]1[N:4]=[C:5]2[C:10](=[CH:11][CH:12]=1)[N:9]=[CH:8][CH:7]=[C:6]2[N:13]1[CH:21]=[C:20]2[C:15]([CH2:16][CH2:17][CH:18]([NH2:22])[CH2:19]2)=[N:14]1.C([O-])([O-])=O.[K+].[K+].Cl[CH2:30][C:31]([NH:33][C:34]1[CH:39]=[C:38]([F:40])[CH:37]=[C:36]([F:41])[CH:35]=1)=[O:32].[Na+].[I-]. (6) Given the product [O:26]1[CH2:25][CH2:24][CH2:23][CH:22]1[CH2:21][NH:27][C:18]([C:4]1[NH:5][C:6]([CH:7]=[C:8]2[C:16]3[C:11](=[CH:12][CH:13]=[CH:14][CH:15]=3)[NH:10][C:9]2=[O:17])=[C:2]([CH3:1])[CH:3]=1)=[O:20], predict the reactants needed to synthesize it. The reactants are: [CH3:1][C:2]1[CH:3]=[C:4]([C:18]([OH:20])=O)[NH:5][C:6]=1[CH:7]=[C:8]1[C:16]2[C:11](=[CH:12][CH:13]=[CH:14][CH:15]=2)[NH:10][C:9]1=[O:17].[CH2:21]([NH2:27])[CH:22]1[O:26][CH2:25][CH2:24][CH2:23]1.CCN(CC)CC. (7) Given the product [NH2:1][C:2]1[CH:10]=[CH:9][C:5]([C:6]([O:8][CH3:16])=[O:7])=[CH:4][CH:3]=1, predict the reactants needed to synthesize it. The reactants are: [NH2:1][C:2]1[CH:10]=[CH:9][C:5]([C:6]([OH:8])=[O:7])=[CH:4][CH:3]=1.OS(O)(=O)=O.[CH3:16]COC(C)=O. (8) Given the product [Si:14]([O:21][CH2:22][CH2:23][NH:1][CH2:2][C:3]1[NH:4][C:5](=[O:13])[C:6]2[CH2:12][O:11][CH2:10][CH2:9][C:7]=2[N:8]=1)([C:17]([CH3:20])([CH3:19])[CH3:18])([CH3:16])[CH3:15], predict the reactants needed to synthesize it. The reactants are: [NH2:1][CH2:2][C:3]1[NH:4][C:5](=[O:13])[C:6]2[CH2:12][O:11][CH2:10][CH2:9][C:7]=2[N:8]=1.[Si:14]([O:21][CH2:22][CH:23]=O)([C:17]([CH3:20])([CH3:19])[CH3:18])([CH3:16])[CH3:15].C([BH3-])#N.C(O)(=O)C. (9) The reactants are: [Br:1][C:2]1[CH:3]=[C:4]([CH2:9][CH2:10][CH2:11][C:12]([O:14][CH3:15])=[O:13])[CH:5]=[CH:6][C:7]=1[OH:8].[CH:29]1[CH:34]=[CH:33][C:32](P([C:29]2[CH:34]=[CH:33][CH:32]=[CH:31][CH:30]=2)[C:29]2[CH:34]=[CH:33][CH:32]=[CH:31][CH:30]=2)=[CH:31][CH:30]=1.C1(CO)CCCC1.CC(OC(/N=N/C(OC(C)C)=O)=O)C. Given the product [Br:1][C:2]1[CH:3]=[C:4]([CH2:9][CH2:10][CH2:11][C:12]([O:14][CH3:15])=[O:13])[CH:5]=[CH:6][C:7]=1[O:8][CH2:29][CH:34]1[CH2:30][CH2:31][CH2:32][CH2:33]1, predict the reactants needed to synthesize it. (10) The reactants are: [Cl:1][C:2]1[CH:7]=[CH:6][C:5]([C:8](=O)[CH2:9][NH:10][CH2:11][C:12]([O:14][CH3:15])=[O:13])=[CH:4][CH:3]=1.[N-:17]=[C:18]=[O:19].[K+]. Given the product [CH3:15][O:14][C:12](=[O:13])[CH2:11][N:10]1[CH:9]=[C:8]([C:5]2[CH:6]=[CH:7][C:2]([Cl:1])=[CH:3][CH:4]=2)[NH:17][C:18]1=[O:19], predict the reactants needed to synthesize it.